Dataset: Catalyst prediction with 721,799 reactions and 888 catalyst types from USPTO. Task: Predict which catalyst facilitates the given reaction. (1) Reactant: [O:1]=[C:2]1[N:7]([NH:8][C:9]2[CH:14]=[CH:13][CH:12]=[CH:11][CH:10]=2)[C:6]([C@H:15]([NH:19][CH2:20][CH2:21][CH2:22][NH:23][C:24](=[O:33])[O:25][CH2:26][C:27]2[CH:32]=[CH:31][CH:30]=[CH:29][CH:28]=2)[CH2:16][C:17]#[CH:18])=[N:5][C:4]2[CH:34]=[CH:35][CH:36]=[N:37][C:3]1=2.C(N(C(C)C)CC)(C)C.[Cl:47][C:48]1[C:49]([F:57])=[C:50]([CH:54]=[CH:55][CH:56]=1)[C:51](Cl)=[O:52]. Product: [Cl:47][C:48]1[C:49]([F:57])=[C:50]([CH:54]=[CH:55][CH:56]=1)[C:51]([N:19]([CH2:20][CH2:21][CH2:22][NH:23][C:24](=[O:33])[O:25][CH2:26][C:27]1[CH:28]=[CH:29][CH:30]=[CH:31][CH:32]=1)[C@@H:15]([C:6]1[N:7]([NH:8][C:9]2[CH:10]=[CH:11][CH:12]=[CH:13][CH:14]=2)[C:2](=[O:1])[C:3]2[N:37]=[CH:36][CH:35]=[CH:34][C:4]=2[N:5]=1)[CH2:16][C:17]#[CH:18])=[O:52]. The catalyst class is: 4. (2) The catalyst class is: 278. Reactant: [F:1][C:2]1[CH:3]=[C:4]([CH:41]=[C:42]([F:44])[CH:43]=1)[CH2:5][N:6]1[CH:10]=[C:9]([C:11]2[C:19]3[C:14](=[N:15][CH:16]=[C:17]([C:20]4[CH:21]=[C:22]([NH:26][S:27]([CH3:30])(=[O:29])=[O:28])[CH:23]=[CH:24][CH:25]=4)[CH:18]=3)[N:13](S(C3C=CC(C)=CC=3)(=O)=O)[CH:12]=2)[CH:8]=[N:7]1.[OH-].[Li+]. Product: [F:44][C:42]1[CH:41]=[C:4]([CH:3]=[C:2]([F:1])[CH:43]=1)[CH2:5][N:6]1[CH:10]=[C:9]([C:11]2[C:19]3[C:14](=[N:15][CH:16]=[C:17]([C:20]4[CH:21]=[C:22]([NH:26][S:27]([CH3:30])(=[O:28])=[O:29])[CH:23]=[CH:24][CH:25]=4)[CH:18]=3)[NH:13][CH:12]=2)[CH:8]=[N:7]1. (3) Reactant: [CH3:1][N:2]1[CH:6]=[C:5]([C:7]2[N:12]=[C:11]([C:13]3[CH:14]=[N:15][NH:16][CH:17]=3)[N:10]3[CH:18]=[CH:19][N:20]=[C:9]3[CH:8]=2)[CH:4]=[N:3]1.[CH:21]1(C(C)=CC#N)C[CH2:22]1.C1CCN2C(=NCCC2)CC1. Product: [CH2:21]([N:15]1[CH:14]=[C:13]([C:11]2[N:10]3[CH:18]=[CH:19][N:20]=[C:9]3[CH:8]=[C:7]([C:5]3[CH:4]=[N:3][N:2]([CH3:1])[CH:6]=3)[N:12]=2)[CH:17]=[N:16]1)[CH3:22]. The catalyst class is: 10. (4) Reactant: Cl[C:2]1[N:7]2[N:8]=[C:9]([C:18]3[CH:23]=[CH:22][CH:21]=[CH:20][C:19]=3[Cl:24])[C:10]([C:11]3[CH:16]=[CH:15][C:14]([Cl:17])=[CH:13][CH:12]=3)=[C:6]2[N:5]=[C:4]([CH3:25])[N:3]=1.C([Sn](CCCC)(CCCC)[C:31]([O:33][CH2:34][CH3:35])=[CH2:32])CCC. Product: [Cl:24][C:19]1[CH:20]=[CH:21][CH:22]=[CH:23][C:18]=1[C:9]1[C:10]([C:11]2[CH:16]=[CH:15][C:14]([Cl:17])=[CH:13][CH:12]=2)=[C:6]2[N:5]=[C:4]([CH3:25])[N:3]=[C:2]([C:31]([O:33][CH2:34][CH3:35])=[CH2:32])[N:7]2[N:8]=1. The catalyst class is: 128.